Dataset: Peptide-MHC class I binding affinity with 185,985 pairs from IEDB/IMGT. Task: Regression. Given a peptide amino acid sequence and an MHC pseudo amino acid sequence, predict their binding affinity value. This is MHC class I binding data. (1) The MHC is HLA-A26:03 with pseudo-sequence HLA-A26:03. The binding affinity (normalized) is 0.0847. The peptide sequence is KMFHGGLRY. (2) The peptide sequence is AIYKLGSSI. The MHC is HLA-A02:01 with pseudo-sequence HLA-A02:01. The binding affinity (normalized) is 0.353. (3) The binding affinity (normalized) is 0.866. The peptide sequence is ISMMGFKMNY. The MHC is HLA-A30:02 with pseudo-sequence HLA-A30:02. (4) The peptide sequence is DLAAGVDVV. The MHC is HLA-A31:01 with pseudo-sequence HLA-A31:01. The binding affinity (normalized) is 0.0847. (5) The peptide sequence is TSLSLDYAW. The MHC is HLA-B57:01 with pseudo-sequence HLA-B57:01. The binding affinity (normalized) is 0.788. (6) The peptide sequence is ETFGFEIQSY. The MHC is HLA-A02:01 with pseudo-sequence HLA-A02:01. The binding affinity (normalized) is 0.00787.